Dataset: Reaction yield outcomes from USPTO patents with 853,638 reactions. Task: Predict the reaction yield, written as a fraction of the theoretical maximum amount of product (1.0 means a 100% yield; for example, 0.34 means a 34% yield). (1) The reactants are [Br:1][C:2]1[CH:3]=[C:4]([CH:9]=[N:10]O)[C:5]([F:8])=[N:6][CH:7]=1.COC(C#CC(OC)=O)=O. The catalyst is CC#N. The product is [Br:1][C:2]1[CH:7]=[N:6][C:5]([F:8])=[C:4]([CH:3]=1)[C:9]#[N:10]. The yield is 0.690. (2) The yield is 0.250. The product is [C:5]([C:4]1[CH:8]=[CH:9][C:10]([N:11]([CH2:28][CH2:29][OH:30])[C:12]([C:14]2[S:27][C:17]3[C:18]4[CH:26]=[CH:25][CH:24]=[CH:23][C:19]=4[O:20][CH2:21][CH2:22][C:16]=3[CH:15]=2)=[O:13])=[C:2]([Cl:1])[CH:3]=1)(=[O:6])[NH2:32]. The reactants are [Cl:1][C:2]1[CH:3]=[C:4]([CH:8]=[CH:9][C:10]=1[N:11]([CH2:28][CH2:29][OH:30])[C:12]([C:14]1[S:27][C:17]2[C:18]3[CH:26]=[CH:25][CH:24]=[CH:23][C:19]=3[O:20][CH2:21][CH2:22][C:16]=2[CH:15]=1)=[O:13])[C:5](O)=[O:6].C[N:32](C(ON1N=NC2C=CC=NC1=2)=[N+](C)C)C.F[P-](F)(F)(F)(F)F.CCN(C(C)C)C(C)C.[Cl-].[NH4+]. The catalyst is C1COCC1.C(OCC)(=O)C. (3) The reactants are [CH3:1][O:2][C:3]1[CH:4]=[CH:5][C:6]([C:15]2[CH:27]=[CH:26][C:25]3[C:24]4[C:19](=[CH:20][CH:21]=[CH:22][CH:23]=4)[C:18]4([C:39]5[CH:38]=[CH:37][CH:36]=[CH:35][C:34]=5[C:33]5C4=[CH:29][CH:30]=[CH:31][CH:32]=5)[C:17]=3[CH:16]=2)=[C:7]([C:9]2[CH:14]=[CH:13][CH:12]=[CH:11][CH:10]=2)[CH:8]=1.[CH3:40]O. The catalyst is ClCCl.[Fe](Cl)(Cl)Cl. The product is [CH3:1][O:2][C:3]1[CH:8]=[C:7]2[C:6](=[CH:5][CH:4]=1)[C:15]1[C:16](=[CH:17][C:25]3[C:26](=[C:40]4[C:23]([CH:24]=3)=[CH:22][CH:21]=[CH:20][C:19]34[C:33]4[CH:32]=[CH:31][CH:30]=[CH:29][C:34]=4[C:35]4[C:18]3=[CH:39][CH:38]=[CH:37][CH:36]=4)[CH:27]=1)[C:14]1[C:9]2=[CH:10][CH:11]=[CH:12][CH:13]=1. The yield is 0.670. (4) The product is [Cl:1][C:2]1[CH:3]=[C:4]2[C:8](=[CH:9][CH:10]=1)[N:7]([CH:11]1[CH2:12][CH2:13][CH2:14][CH2:15]1)[CH:6]=[C:5]2[C:16]1[O:17][CH:18]=[C:19]([C:21]([NH:46][N:40]2[CH2:45][CH2:44][O:43][CH2:42][CH2:41]2)=[O:23])[N:20]=1.[Cl:1][C:2]1[CH:3]=[C:4]2[C:8](=[CH:9][CH:10]=1)[N:7]([CH:11]1[CH2:15][CH2:14][CH2:13][CH2:12]1)[CH:6]=[C:5]2[C:16]1[O:17][CH:18]=[C:19]([C:21]([N:40]2[CH2:45][CH2:44][O:43][CH2:42][CH2:41]2)=[O:22])[N:20]=1. The catalyst is C(Cl)Cl. The yield is 0.150. The reactants are [Cl:1][C:2]1[CH:3]=[C:4]2[C:8](=[CH:9][CH:10]=1)[N:7]([CH:11]1[CH2:15][CH2:14][CH2:13][CH2:12]1)[CH:6]=[C:5]2[C:16]1[O:17][CH:18]=[C:19]([C:21]([OH:23])=[O:22])[N:20]=1.Cl.C(N=C=N)C.ON1C2C=CC=CC=2N=N1.[N:40]1([NH2:46])[CH2:45][CH2:44][O:43][CH2:42][CH2:41]1. (5) The reactants are Br[C:2]1[CH:7]=[CH:6][C:5]([CH2:8][CH2:9][S:10]([NH:13][C:14]2[CH:19]=[CH:18][C:17]([CH2:20][OH:21])=[CH:16][C:15]=2[S:22]([NH2:25])(=[O:24])=[O:23])(=[O:12])=[O:11])=[CH:4][CH:3]=1.[CH3:26][C:27]([CH3:31])([CH3:30])[C:28]#[CH:29]. No catalyst specified. The product is [CH3:26][C:27]([CH3:31])([CH3:30])[C:28]#[C:29][C:2]1[CH:7]=[CH:6][C:5]([CH2:8][CH2:9][S:10]([NH:13][C:14]2[CH:19]=[CH:18][C:17]([CH2:20][OH:21])=[CH:16][C:15]=2[S:22]([NH2:25])(=[O:24])=[O:23])(=[O:12])=[O:11])=[CH:4][CH:3]=1. The yield is 0.0500. (6) The reactants are [CH2:1]([O:8][C:9]1[CH:10]=[C:11]2[C:16](=[CH:17][CH:18]=1)[C:15](=[O:19])[N:14]([CH2:20][CH:21]([CH3:23])[CH3:22])[C:13]([C:24](OC)=[O:25])=[C:12]2[C:28]1[CH:33]=[CH:32][CH:31]=[C:30]([F:34])[CH:29]=1)[C:2]1[CH:7]=[CH:6][CH:5]=[CH:4][CH:3]=1.O.[OH-].[Li+].Cl.C(Cl)(=O)C(Cl)=O.[BH4-].[Na+]. The catalyst is O1CCCC1.CO.CN(C)C=O.COCCOC.O. The product is [CH2:1]([O:8][C:9]1[CH:10]=[C:11]2[C:16](=[CH:17][CH:18]=1)[C:15](=[O:19])[N:14]([CH2:20][CH:21]([CH3:22])[CH3:23])[C:13]([CH2:24][OH:25])=[C:12]2[C:28]1[CH:33]=[CH:32][CH:31]=[C:30]([F:34])[CH:29]=1)[C:2]1[CH:3]=[CH:4][CH:5]=[CH:6][CH:7]=1. The yield is 0.322.